This data is from Reaction yield outcomes from USPTO patents with 853,638 reactions. The task is: Predict the reaction yield, written as a fraction of the theoretical maximum amount of product (1.0 means a 100% yield; for example, 0.34 means a 34% yield). (1) The reactants are [Cl:1][C:2]1[C:10]([C:11]#[N:12])=[CH:9][CH:8]=[C:7]2[C:3]=1[CH:4]=[C:5]([CH2:18][OH:19])[N:6]2[CH2:13][C:14]([F:17])([F:16])[F:15]. The catalyst is CC#N.O=[Mn]=O. The product is [Cl:1][C:2]1[C:10]([C:11]#[N:12])=[CH:9][CH:8]=[C:7]2[C:3]=1[CH:4]=[C:5]([CH:18]=[O:19])[N:6]2[CH2:13][C:14]([F:16])([F:17])[F:15]. The yield is 0.670. (2) The reactants are [Cl:1][C:2]1[CH:7]=[C:6]([N+:8]([O-:10])=[O:9])[CH:5]=[CH:4][C:3]=1F.[C:12]1([OH:18])[CH:17]=[CH:16][CH:15]=[CH:14][CH:13]=1.C(=O)([O-])[O-].[K+].[K+]. The catalyst is CN(C)C=O. The product is [Cl:1][C:2]1[CH:7]=[C:6]([N+:8]([O-:10])=[O:9])[CH:5]=[CH:4][C:3]=1[O:18][C:12]1[CH:17]=[CH:16][CH:15]=[CH:14][CH:13]=1. The yield is 1.08. (3) The reactants are [Br:1][C:2]1[CH:7]=[CH:6][C:5]([CH:8]([CH3:13])[CH2:9][C:10](O)=[O:11])=[CH:4][CH:3]=1.B. The catalyst is O1CCCC1. The product is [Br:1][C:2]1[CH:3]=[CH:4][C:5]([CH:8]([CH3:13])[CH2:9][CH2:10][OH:11])=[CH:6][CH:7]=1. The yield is 0.846. (4) The reactants are I[C:2]1[CH:9]=[CH:8][C:5]([CH2:6][OH:7])=[CH:4][CH:3]=1.[F:10][C:11]([F:22])([F:21])[C:12]1[C:20]2[CH2:19][CH2:18][CH2:17][CH2:16][C:15]=2[NH:14][N:13]=1.CN(C)CC(O)=O.C(=O)([O-])[O-].[K+].[K+]. The catalyst is CS(C)=O.[Cu]I. The product is [F:22][C:11]([F:10])([F:21])[C:12]1[C:20]2[CH2:19][CH2:18][CH2:17][CH2:16][C:15]=2[N:14]([C:2]2[CH:9]=[CH:8][C:5]([CH2:6][OH:7])=[CH:4][CH:3]=2)[N:13]=1. The yield is 0.860. (5) The reactants are [F:1][C:2]1[C:3]([NH:18][C:19]2[CH:24]=[CH:23][C:22]([I:25])=[CH:21][C:20]=2[F:26])=[C:4]([CH:12]=[C:13]([CH:16]=[O:17])[C:14]=1[F:15])[C:5]([NH:7][O:8][CH2:9][CH2:10][OH:11])=[O:6].[CH3:27][S:28]([CH:31](O)[CH3:32])(=[O:30])=[O:29].C([SiH](CC)CC)C. The catalyst is C(Cl)Cl.FC(F)(F)S([O-])(=O)=O.[Cu+2].FC(F)(F)S([O-])(=O)=O. The product is [F:1][C:2]1[C:3]([NH:18][C:19]2[CH:24]=[CH:23][C:22]([I:25])=[CH:21][C:20]=2[F:26])=[C:4]([CH:12]=[C:13]([CH2:16][O:17][CH2:32][CH2:31][S:28]([CH3:27])(=[O:30])=[O:29])[C:14]=1[F:15])[C:5]([NH:7][O:8][CH2:9][CH2:10][OH:11])=[O:6]. The yield is 0.210. (6) The reactants are [NH2:1][C:2]1[C:3]([NH:23][CH3:24])=[N:4][C:5]([NH:8][C:9]2[CH:14]=[CH:13][C:12]([O:15][CH2:16][CH2:17][N:18]([CH2:21][CH3:22])[CH2:19][CH3:20])=[CH:11][CH:10]=2)=[N:6][CH:7]=1.[Cl:25][C:26]1[C:27]([O:42][CH3:43])=[N:28][C:29]([O:40][CH3:41])=[C:30]([Cl:39])[C:31]=1[C:32](=O)[C:33]([O:35]CC)=O.CC(O)=O. The catalyst is COCCO. The product is [Cl:39][C:30]1[C:29]([O:40][CH3:41])=[N:28][C:27]([O:42][CH3:43])=[C:26]([Cl:25])[C:31]=1[C:32]1[C:33](=[O:35])[N:23]([CH3:24])[C:3]2[N:4]=[C:5]([NH:8][C:9]3[CH:14]=[CH:13][C:12]([O:15][CH2:16][CH2:17][N:18]([CH2:19][CH3:20])[CH2:21][CH3:22])=[CH:11][CH:10]=3)[N:6]=[CH:7][C:2]=2[N:1]=1. The yield is 0.510.